Dataset: Catalyst prediction with 721,799 reactions and 888 catalyst types from USPTO. Task: Predict which catalyst facilitates the given reaction. (1) Reactant: [CH3:1][S:2]([C:4]1[CH:5]=[CH:6][C:7]([N:14]2[CH2:19][CH2:18][CH2:17][CH2:16][CH2:15]2)=[C:8]([CH:13]=1)[C:9]([O:11]C)=[O:10])=[O:3].[OH-].[Na+].Cl. Product: [CH3:1][S:2]([C:4]1[CH:5]=[CH:6][C:7]([N:14]2[CH2:19][CH2:18][CH2:17][CH2:16][CH2:15]2)=[C:8]([CH:13]=1)[C:9]([OH:11])=[O:10])=[O:3]. The catalyst class is: 275. (2) Reactant: [C:1]1([C:7]2[N:12]=[C:11]([C:13]([O:15][CH3:16])=[O:14])[CH:10]=[CH:9][CH:8]=2)[CH:6]=[CH:5][CH:4]=[CH:3][CH:2]=1.ClC1C=CC=C(C(OO)=[O:25])C=1.S([O-])([O-])(=O)=S.[Na+].[Na+]. Product: [C:1]1([C:7]2[CH:8]=[CH:9][CH:10]=[C:11]([C:13]([O:15][CH3:16])=[O:14])[N+:12]=2[O-:25])[CH:2]=[CH:3][CH:4]=[CH:5][CH:6]=1. The catalyst class is: 4. (3) Reactant: [C:1]([O:6][CH3:7])(=[O:5])[C:2]([CH3:4])=[CH2:3].[CH3:8][C:9]([C:11]([O:13][CH:14]1[C@@:19]2([CH3:23])[C:20]([CH3:22])([CH3:21])[C@H:16]([CH2:17][CH2:18]2)[CH2:15]1)=[O:12])=[CH2:10].[C:24]([OH:29])(=[O:28])[C:25]([CH3:27])=[CH2:26].N(C(C)(C)C(OC)=O)=NC(C)(C)C(OC)=O. Product: [C:1]([O:6][CH3:7])(=[O:5])[C:2]([CH3:4])=[CH2:3].[CH3:10][C:9]([C:11]([O:13][CH:14]1[C@@:19]2([CH3:23])[C:20]([CH3:22])([CH3:21])[C@H:16]([CH2:17][CH2:18]2)[CH2:15]1)=[O:12])=[CH2:8].[C:24]([OH:29])(=[O:28])[C:25]([CH3:27])=[CH2:26]. The catalyst class is: 311.